Dataset: Peptide-MHC class I binding affinity with 185,985 pairs from IEDB/IMGT. Task: Regression. Given a peptide amino acid sequence and an MHC pseudo amino acid sequence, predict their binding affinity value. This is MHC class I binding data. (1) The peptide sequence is ILVRFNYLA. The MHC is HLA-A69:01 with pseudo-sequence HLA-A69:01. The binding affinity (normalized) is 0.0847. (2) The peptide sequence is NRYGVAYVY. The MHC is HLA-A26:02 with pseudo-sequence HLA-A26:02. The binding affinity (normalized) is 0.0847. (3) The peptide sequence is SLREWLLRI. The MHC is HLA-A02:03 with pseudo-sequence HLA-A02:03. The binding affinity (normalized) is 0.228. (4) The peptide sequence is YVIKVSARC. The MHC is Patr-B0101 with pseudo-sequence Patr-B0101. The binding affinity (normalized) is 0. (5) The peptide sequence is SLKERIDML. The MHC is BoLA-HD6 with pseudo-sequence BoLA-HD6. The binding affinity (normalized) is 0.901.